This data is from Reaction yield outcomes from USPTO patents with 853,638 reactions. The task is: Predict the reaction yield, written as a fraction of the theoretical maximum amount of product (1.0 means a 100% yield; for example, 0.34 means a 34% yield). (1) The reactants are C(Cl)(=O)C(Cl)=O.[O:7]=[C:8]([C:12]1[O:13][CH:14]=[CH:15][CH:16]=1)[C:9]([OH:11])=[O:10].[N:17]12[CH2:24][CH2:23][CH:20]([CH2:21][CH2:22]1)[C@@H:19](O)[CH2:18]2. The catalyst is CN(C)C=O.C(Cl)(Cl)Cl. The product is [N:17]12[CH2:24][CH2:23][CH:20]([CH2:21][CH2:22]1)[C@@H:19]([O:10][C:9](=[O:11])[C:8](=[O:7])[C:12]1[O:13][CH:14]=[CH:15][CH:16]=1)[CH2:18]2. The yield is 0.525. (2) The reactants are [O:1]1[C:5]2([CH2:10][CH2:9][CH:8]([OH:11])[CH2:7][CH2:6]2)[O:4][CH2:3][CH2:2]1.I[CH2:13][CH2:14][CH3:15]. No catalyst specified. The product is [CH2:13]([O:11][CH:8]1[CH2:9][CH2:10][C:5]2([O:4][CH2:3][CH2:2][O:1]2)[CH2:6][CH2:7]1)[CH2:14][CH3:15]. The yield is 0.706. (3) The reactants are CC(C1C=C(C(C)C)C=C(C(C)C)C=1S(O[CH:20]([C:22]1([OH:45])[CH2:25][N:24]([C:26]([C:28]2[CH:33]=[CH:32][C:31]([F:34])=[C:30]([F:35])[C:29]=2[NH:36][C:37]2[CH:42]=[CH:41][C:40]([I:43])=[CH:39][C:38]=2[F:44])=[O:27])[CH2:23]1)[CH3:21])(=O)=O)C.[H-].[Na+].C(OCC)(=O)C. The catalyst is O1CCCC1. The product is [F:35][C:30]1[C:31]([F:34])=[CH:32][CH:33]=[C:28]([C:26]([N:24]2[CH2:25][C:22]3([O:45][CH:20]3[CH3:21])[CH2:23]2)=[O:27])[C:29]=1[NH:36][C:37]1[CH:42]=[CH:41][C:40]([I:43])=[CH:39][C:38]=1[F:44]. The yield is 0.990. (4) The reactants are [N:1]([CH2:4][C@:5]1([CH3:22])[O:10][C:9]2[C:11]([C:15]3[CH:20]=[CH:19][C:18]([Cl:21])=[CH:17][CH:16]=3)=[CH:12][CH:13]=[CH:14][C:8]=2[O:7][CH2:6]1)=[N+]=[N-].C1(P(C2C=CC=CC=2)C2C=CC=CC=2)C=CC=CC=1. No catalyst specified. The product is [Cl:21][C:18]1[CH:17]=[CH:16][C:15]([C:11]2[C:9]3[O:10][C@:5]([CH2:4][NH2:1])([CH3:22])[CH2:6][O:7][C:8]=3[CH:14]=[CH:13][CH:12]=2)=[CH:20][CH:19]=1. The yield is 0.850. (5) The reactants are [C:1]1([CH:7]2[S:12](=[O:14])(=[O:13])[NH:11][CH2:10][CH2:9][CH2:8]2)[CH:6]=[CH:5][CH:4]=[CH:3][CH:2]=1.[Br:15][C:16]1[CH:21]=[CH:20][C:19]([CH2:22]Br)=[C:18]([F:24])[CH:17]=1.[H-].[Na+].O. The catalyst is CN(C)C(=O)C.CCOC(C)=O. The product is [Br:15][C:16]1[CH:21]=[CH:20][C:19]([CH2:22][N:11]2[CH2:10][CH2:9][CH2:8][CH:7]([C:1]3[CH:2]=[CH:3][CH:4]=[CH:5][CH:6]=3)[S:12]2(=[O:14])=[O:13])=[C:18]([F:24])[CH:17]=1. The yield is 0.700. (6) The reactants are [N:1]1[C:5]2[CH:6]=[CH:7][C:8]([C:10]([OH:12])=O)=[CH:9][C:4]=2[NH:3][CH:2]=1.[NH2:13][C:14]1[CH:19]=[CH:18][CH:17]=[CH:16][CH:15]=1. No catalyst specified. The product is [C:14]1([NH:13][C:10]([C:8]2[CH:7]=[CH:6][C:5]3[NH:1][CH:2]=[N:3][C:4]=3[CH:9]=2)=[O:12])[CH:19]=[CH:18][CH:17]=[CH:16][CH:15]=1. The yield is 0.630. (7) The reactants are [Cl:1][C:2]1[CH:7]=[C:6]([N:8]=[C:9]=[S:10])[CH:5]=[C:4]([C:11]([F:14])([F:13])[F:12])[C:3]=1[C:15]1[CH:20]=[CH:19][C:18]([S:21]([NH:24][CH2:25][C@@H:26]2[CH2:30][CH2:29][CH2:28][N:27]2[C:31]([O:33][C:34]([CH3:37])([CH3:36])[CH3:35])=[O:32])(=[O:23])=[O:22])=[CH:17][CH:16]=1.[N:38]#[C:39][NH2:40].[Na].[CH3:42]O.CI. The catalyst is C(COC)OC. The product is [Cl:1][C:2]1[CH:7]=[C:6]([N:8]([NH:38][C:39]#[N:40])[CH2:9][S:10][CH3:42])[CH:5]=[C:4]([C:11]([F:12])([F:13])[F:14])[C:3]=1[C:15]1[CH:16]=[CH:17][C:18]([S:21]([NH:24][CH2:25][C@@H:26]2[CH2:30][CH2:29][CH2:28][N:27]2[C:31]([O:33][C:34]([CH3:37])([CH3:36])[CH3:35])=[O:32])(=[O:23])=[O:22])=[CH:19][CH:20]=1. The yield is 0.480. (8) The reactants are N1CCCCC1.[CH3:7][O:8][C:9]1[CH:10]=[C:11]([CH:14]=[CH:15][C:16]=1[O:17][C:18]#[C:19][CH2:20][CH2:21][CH3:22])[CH:12]=O.C([CH2:26][C:27]([NH:29][C:30]1[CH:38]=[CH:37][CH:36]=[CH:35][C:31]=1[C:32]([OH:34])=[O:33])=[O:28])(O)=O.Cl. The catalyst is C1(C)C=CC=CC=1. The product is [CH3:7][O:8][C:9]1[CH:10]=[C:11](/[CH:12]=[CH:26]/[C:27]([NH:29][C:30]2[CH:38]=[CH:37][CH:36]=[CH:35][C:31]=2[C:32]([OH:34])=[O:33])=[O:28])[CH:14]=[CH:15][C:16]=1[O:17][CH2:18][CH2:19][CH2:20][C:21]#[CH:22]. The yield is 0.750. (9) The yield is 0.740. The product is [CH2:1]([O:3][C:4](=[O:12])[C:5]1[CH:10]=[CH:9][C:8]([N:11]=[CH:17][C:16]2[CH:15]=[C:14]([F:13])[CH:21]=[C:20]([F:22])[CH:19]=2)=[CH:7][CH:6]=1)[CH3:2]. The reactants are [CH2:1]([O:3][C:4](=[O:12])[C:5]1[CH:10]=[CH:9][C:8]([NH2:11])=[CH:7][CH:6]=1)[CH3:2].[F:13][C:14]1[CH:15]=[C:16]([CH:19]=[C:20]([F:22])[CH:21]=1)[CH:17]=O. The catalyst is C(O)C. (10) The reactants are [CH3:1][O:2][C:3]([C@H:5]1[C:14]2[C:9](=[CH:10][CH:11]=[CH:12][CH:13]=2)[NH:8][C@@H:7]([CH3:15])[CH2:6]1)=[O:4].C(N(CC)C(C)C)(C)C.[C:25](Cl)(=[O:34])[C:26]1[CH:31]=[CH:30][C:29]([O:32][CH3:33])=[CH:28][CH:27]=1.C(=O)(O)[O-].[Na+]. The catalyst is ClCCl.C(OCC)C. The product is [CH3:1][O:2][C:3]([C@H:5]1[C:14]2[C:9](=[CH:10][CH:11]=[CH:12][CH:13]=2)[N:8]([C:25](=[O:34])[C:26]2[CH:31]=[CH:30][C:29]([O:32][CH3:33])=[CH:28][CH:27]=2)[C@@H:7]([CH3:15])[CH2:6]1)=[O:4]. The yield is 0.780.